From a dataset of Forward reaction prediction with 1.9M reactions from USPTO patents (1976-2016). Predict the product of the given reaction. (1) The product is: [C:7]1([N:6]2[C:5]3[CH:13]=[CH:14][C:2]([B:32]([OH:35])[OH:33])=[CH:3][C:4]=3[C:20]3[C:15]2=[CH:16][CH:17]=[CH:18][CH:19]=3)[CH:12]=[CH:11][CH:10]=[CH:9][CH:8]=1. Given the reactants Br[C:2]1[CH:3]=[CH:4][C:5]2[N:6]([C:15]3[CH:20]=[CH:19][CH:18]=[CH:17][CH:16]=3)[C:7]3[C:12]([C:13]=2[CH:14]=1)=[CH:11][CH:10]=[CH:9][CH:8]=3.CCCCCC.C([Li])CCC.[B:32](OC)([O:35]C)[O:33]C.Cl, predict the reaction product. (2) Given the reactants [Br:1][C:2]1[CH:3]=[C:4]2[C:8](=[CH:9][CH:10]=1)[N:7]([CH:11]1[CH2:16][CH2:15][CH2:14][CH2:13][O:12]1)[N:6]=[C:5]2[C:17]1[CH:22]=[C:21]([O:23][CH2:24][C:25]2[CH:30]=[CH:29][C:28]([O:31][CH3:32])=[CH:27][CH:26]=2)[N:20]=[C:19](S(C)(=O)=O)[N:18]=1.[CH3:37][NH:38][CH3:39], predict the reaction product. The product is: [Br:1][C:2]1[CH:3]=[C:4]2[C:8](=[CH:9][CH:10]=1)[N:7]([CH:11]1[CH2:16][CH2:15][CH2:14][CH2:13][O:12]1)[N:6]=[C:5]2[C:17]1[CH:22]=[C:21]([O:23][CH2:24][C:25]2[CH:30]=[CH:29][C:28]([O:31][CH3:32])=[CH:27][CH:26]=2)[N:20]=[C:19]([N:38]([CH3:39])[CH3:37])[N:18]=1. (3) Given the reactants [C:1]([N:5]1[CH:9]=[C:8]([CH:10]=[O:11])/[C:7](=[N:12]/[C:13](=[O:23])[C:14]2[CH:19]=[C:18]([Cl:20])[CH:17]=[CH:16][C:15]=2[O:21][CH3:22])/[S:6]1)([CH3:4])([CH3:3])[CH3:2].[BH4-].[Na+], predict the reaction product. The product is: [C:1]([N:5]1[CH:9]=[C:8]([CH2:10][OH:11])/[C:7](=[N:12]/[C:13](=[O:23])[C:14]2[CH:19]=[C:18]([Cl:20])[CH:17]=[CH:16][C:15]=2[O:21][CH3:22])/[S:6]1)([CH3:4])([CH3:3])[CH3:2].